Dataset: Full USPTO retrosynthesis dataset with 1.9M reactions from patents (1976-2016). Task: Predict the reactants needed to synthesize the given product. (1) Given the product [CH2:1]([N:4]1[C:13](=[O:14])[C:12]([O:15][CH3:30])=[C:11]2[C:6]([CH2:7][CH2:8][N:9]([CH2:17][C:18]3[CH:23]=[CH:22][C:21]([F:24])=[C:20]([Cl:25])[CH:19]=3)[C:10]2=[O:16])=[C:5]1[C:26]([O:28][CH3:29])=[O:27])[CH:2]=[CH2:3], predict the reactants needed to synthesize it. The reactants are: [CH2:1]([N:4]1[C:13](=[O:14])[C:12]([OH:15])=[C:11]2[C:6]([CH2:7][CH2:8][N:9]([CH2:17][C:18]3[CH:23]=[CH:22][C:21]([F:24])=[C:20]([Cl:25])[CH:19]=3)[C:10]2=[O:16])=[C:5]1[C:26]([O:28][CH3:29])=[O:27])[CH:2]=[CH2:3].[C:30](=O)([O-])[O-].[Cs+].[Cs+].IC. (2) The reactants are: [CH3:1][N:2]1[CH:6]=[C:5]([C:7]2[CH:12]=[CH:11][CH:10]=[CH:9][CH:8]=2)[N:4]=[C:3]1[CH:13]1[CH2:15][CH:14]1[C:16](O)=O.CC1C=C(C)C=C(C)C=1S([O-])(=O)=O.[NH2:32][N:33]1[C:38]([CH3:39])=[CH:37][N:36]=[C:35]([CH3:40])[C:34]1=[NH2+:41].F[B-](F)(F)F.N1(OC(N(C)C)=[N+](C)C)C2C=CC=CC=2N=N1.C(N(CC)CC)C. Given the product [CH3:39][C:38]1[N:33]2[N:32]=[C:16]([CH:14]3[CH2:15][CH:13]3[C:3]3[N:2]([CH3:1])[CH:6]=[C:5]([C:7]4[CH:12]=[CH:11][CH:10]=[CH:9][CH:8]=4)[N:4]=3)[N:41]=[C:34]2[C:35]([CH3:40])=[N:36][CH:37]=1, predict the reactants needed to synthesize it. (3) Given the product [NH2:12][C@@H:3]([C:4]1[CH:9]=[C:8]([F:10])[CH:7]=[C:6]([Br:11])[CH:5]=1)[CH2:2][NH:1][C:20](=[O:21])[O:22][CH3:23], predict the reactants needed to synthesize it. The reactants are: [NH2:1][CH2:2][C@@H:3]([NH:12][S@](C(C)(C)C)=O)[C:4]1[CH:9]=[C:8]([F:10])[CH:7]=[C:6]([Br:11])[CH:5]=1.Cl[C:20]([O:22][CH3:23])=[O:21].Cl. (4) The reactants are: [CH2:1]([C@@H:8]([CH2:12][CH2:13][C@H:14]([CH2:34][C:35]1[CH:40]=[CH:39][CH:38]=[CH:37][CH:36]=1)[C:15]([NH:17][C@H:18]1[CH2:24][CH2:23][S:22][C@H:21]2[CH2:25][CH2:26][CH2:27][C@@H:28]([C:29]([O:31][CH3:32])=[O:30])[N:20]2[C:19]1=[O:33])=[O:16])[C:9]([OH:11])=O)[C:2]1[CH:7]=[CH:6][CH:5]=[CH:4][CH:3]=1.Cl.[NH2:42][C@@H:43]1[C:49](=[O:50])[N:48]2[CH2:51][CH2:52][CH2:53][CH2:54][C@@H:47]2[CH2:46][CH2:45][CH2:44]1. Given the product [CH2:34]([C@@H:14]([CH2:13][CH2:12][C@H:8]([CH2:1][C:2]1[CH:3]=[CH:4][CH:5]=[CH:6][CH:7]=1)[C:9](=[O:11])[NH:42][C@@H:43]1[C:49](=[O:50])[N:48]2[CH2:51][CH2:52][CH2:53][CH2:54][C@@H:47]2[CH2:46][CH2:45][CH2:44]1)[C:15]([NH:17][C@H:18]1[CH2:24][CH2:23][S:22][C@H:21]2[CH2:25][CH2:26][CH2:27][C@@H:28]([C:29]([O:31][CH3:32])=[O:30])[N:20]2[C:19]1=[O:33])=[O:16])[C:35]1[CH:40]=[CH:39][CH:38]=[CH:37][CH:36]=1, predict the reactants needed to synthesize it. (5) Given the product [Br:36][CH2:14][CH2:13][C:3]1[CH:4]=[C:5]([O:11][CH3:12])[C:6]([N+:8]([O-:10])=[O:9])=[CH:7][C:2]=1[Cl:1], predict the reactants needed to synthesize it. The reactants are: [Cl:1][C:2]1[CH:7]=[C:6]([N+:8]([O-:10])=[O:9])[C:5]([O:11][CH3:12])=[CH:4][C:3]=1[CH2:13][CH2:14]O.C1(P(C2C=CC=CC=2)C2C=CC=CC=2)C=CC=CC=1.C(Br)(Br)(Br)[Br:36]. (6) Given the product [CH2:38]([N:8]1[CH2:12][CH2:11][CH2:10][CH:9]1[C:13]1[CH:22]=[CH:21][CH:20]=[C:19]2[C:14]=1[CH:15]=[CH:16][C:17]([S:23]([O:26][C:27]1[C:32]([F:33])=[C:31]([F:34])[C:30]([F:35])=[C:29]([F:36])[C:28]=1[F:37])(=[O:25])=[O:24])=[CH:18]2)[C:39]1[CH:44]=[CH:43][CH:42]=[CH:41][CH:40]=1, predict the reactants needed to synthesize it. The reactants are: FC(F)(F)C(O)=O.[NH:8]1[CH2:12][CH2:11][CH2:10][CH:9]1[C:13]1[CH:22]=[CH:21][CH:20]=[C:19]2[C:14]=1[CH:15]=[CH:16][C:17]([S:23]([O:26][C:27]1[C:32]([F:33])=[C:31]([F:34])[C:30]([F:35])=[C:29]([F:36])[C:28]=1[F:37])(=[O:25])=[O:24])=[CH:18]2.[CH:38](=O)[C:39]1[CH:44]=[CH:43][CH:42]=[CH:41][CH:40]=1.C(O[BH-](OC(=O)C)OC(=O)C)(=O)C.[Na+].[C@H](O)(C([O-])=O)[C@@H](O)C([O-])=O.[Na+].[K+]. (7) Given the product [Cl:1][CH2:2][CH2:3][O:4][CH2:5][C:6]([NH:18][C:19]1[CH:20]=[CH:21][C:22]([C:23]([O:25][CH2:26][CH3:13])=[O:24])=[CH:27][CH:28]=1)=[O:8], predict the reactants needed to synthesize it. The reactants are: [Cl:1][CH2:2][CH2:3][O:4][CH2:5][C:6]([OH:8])=O.S(Cl)(Cl)=O.[CH3:13]N(C)C=O.[NH2:18][C:19]1[CH:28]=[CH:27][C:22]([C:23]([O:25][CH3:26])=[O:24])=[CH:21][CH:20]=1.N1C=CC=CC=1. (8) Given the product [Cl:41]/[C:5](=[N:39]\[C:31]1[CH:32]=[C:33]([N+:36]([O-:38])=[O:37])[CH:34]=[CH:35][C:30]=1[CH:27]1[CH2:29][CH2:28]1)/[C:1]([F:4])([F:3])[F:2], predict the reactants needed to synthesize it. The reactants are: [C:1]([C:5](O)=O)([F:4])([F:3])[F:2].C1C=CC(P(C2C=CC=CC=2)C2C=CC=CC=2)=CC=1.[CH:27]1([C:30]2[CH:35]=[CH:34][C:33]([N+:36]([O-:38])=[O:37])=[CH:32][C:31]=2[NH2:39])[CH2:29][CH2:28]1.C(Cl)(Cl)(Cl)[Cl:41]. (9) The reactants are: C([O:3][C:4](=O)[C:5]([N:7]([CH2:21][CH2:22][CH2:23][CH3:24])[C:8]1[C:17]([N+:18]([O-])=O)=[CH:16][CH:15]=[C:14]2[C:9]=1[CH2:10][CH2:11][CH2:12][NH:13]2)=[O:6])C. Given the product [CH2:21]([N:7]1[C:8]2[C:9]3[CH2:10][CH2:11][CH2:12][NH:13][C:14]=3[CH:15]=[CH:16][C:17]=2[NH:18][C:4](=[O:3])[C:5]1=[O:6])[CH2:22][CH2:23][CH3:24], predict the reactants needed to synthesize it. (10) Given the product [CH:1]1([CH2:7][C@H:8]([N:12]2[CH2:16][C:15]([O:17][C:18]3[CH:23]=[CH:22][CH:21]=[CH:20][C:19]=3[C:24]([F:26])([F:25])[F:27])=[CH:14][C:13]2=[O:28])[C:9]([NH:42][C:43]2[CH:47]=[CH:46][N:45]([CH2:48][CH2:49][O:52][CH3:76])[N:44]=2)=[O:11])[CH2:2][CH2:3][CH2:4][CH2:5][CH2:6]1, predict the reactants needed to synthesize it. The reactants are: [CH:1]1([CH2:7][C@H:8]([N:12]2[CH2:16][C:15]([O:17][C:18]3[CH:23]=[CH:22][CH:21]=[CH:20][C:19]=3[C:24]([F:27])([F:26])[F:25])=[CH:14][C:13]2=[O:28])[C:9]([OH:11])=O)[CH2:6][CH2:5][CH2:4][CH2:3][CH2:2]1.ClC1C(F)=C(C(F)=CC=1)OC1CN([C@@H](CC2CCCCC2)C([NH:42][C:43]2[CH:47]=[CH:46][N:45]([CH2:48][C:49]([OH:52])(C)C)[N:44]=2)=O)C(=O)C=1.F[P-](F)(F)(F)(F)F.N1(O[P+](N(C)C)(N(C)C)N(C)C)C2C=CC=C[C:76]=2N=N1.C(N(CC)C(C)C)(C)C.